From a dataset of Peptide-MHC class I binding affinity with 185,985 pairs from IEDB/IMGT. Regression. Given a peptide amino acid sequence and an MHC pseudo amino acid sequence, predict their binding affinity value. This is MHC class I binding data. (1) The peptide sequence is LASAMRMLW. The MHC is HLA-A01:01 with pseudo-sequence HLA-A01:01. The binding affinity (normalized) is 0.213. (2) The peptide sequence is DHQAAMQII. The MHC is Mamu-A20102 with pseudo-sequence Mamu-A20102. The binding affinity (normalized) is 0.331. (3) The peptide sequence is FMVSVSDFR. The MHC is HLA-A33:01 with pseudo-sequence HLA-A33:01. The binding affinity (normalized) is 0.502. (4) The peptide sequence is IGKMNKHYK. The MHC is HLA-B15:01 with pseudo-sequence HLA-B15:01. The binding affinity (normalized) is 0.0847. (5) The peptide sequence is CIAIGIITLY. The MHC is HLA-A30:02 with pseudo-sequence HLA-A30:02. The binding affinity (normalized) is 0.